This data is from Forward reaction prediction with 1.9M reactions from USPTO patents (1976-2016). The task is: Predict the product of the given reaction. (1) Given the reactants [Cl:1][C:2]1[CH:10]=[CH:9][C:5]([C:6](Cl)=[O:7])=[CH:4][N:3]=1.[N+:11]([C:14]1[CH:20]=[C:19]([C:21]([F:24])([F:23])[F:22])[CH:18]=[CH:17][C:15]=1[NH2:16])([O-:13])=[O:12].C(N(CC)CC)C.O, predict the reaction product. The product is: [Cl:1][C:2]1[N:3]=[CH:4][C:5]([C:6]([NH:16][C:15]2[CH:17]=[CH:18][C:19]([C:21]([F:24])([F:23])[F:22])=[CH:20][C:14]=2[N+:11]([O-:13])=[O:12])=[O:7])=[CH:9][CH:10]=1. (2) The product is: [C:21]1([C:24]2[CH:25]=[CH:26][CH:27]=[CH:28][CH:29]=2)[CH:22]=[CH:23][C:18]([O:17][CH2:16][CH2:15][CH2:14][O:13][C:10]2[CH:11]=[CH:12][C:7]([CH2:6][C@H:5]([O:31][CH3:32])[C:4]([OH:33])=[O:3])=[CH:8][C:9]=2[Cl:30])=[CH:19][CH:20]=1. Given the reactants C([O:3][C:4](=[O:33])[CH:5]([O:31][CH3:32])[CH2:6][C:7]1[CH:12]=[CH:11][C:10]([O:13][CH2:14][CH2:15][CH2:16][O:17][C:18]2[CH:23]=[CH:22][C:21]([C:24]3[CH:29]=[CH:28][CH:27]=[CH:26][CH:25]=3)=[CH:20][CH:19]=2)=[C:9]([Cl:30])[CH:8]=1)C.[OH-].[Na+], predict the reaction product. (3) Given the reactants C[Si]([N-][Si](C)(C)C)(C)C.[K+].[Br:11][C:12]1[CH:27]=[C:15]2[N:16]=[C:17]([CH3:26])[C:18]([CH2:21][C:22]([O:24][CH3:25])=[O:23])=[C:19]([Cl:20])[N:14]2[N:13]=1.C1(C2[O:36]N2S(C2C=CC=CC=2)(=O)=O)C=CC=CC=1, predict the reaction product. The product is: [Br:11][C:12]1[CH:27]=[C:15]2[N:16]=[C:17]([CH3:26])[C:18]([CH:21]([OH:36])[C:22]([O:24][CH3:25])=[O:23])=[C:19]([Cl:20])[N:14]2[N:13]=1. (4) Given the reactants [CH2:1]([N:8]1[CH:13]=[CH:12][C:11]([O:14]CC2C=CC=CC=2)=[C:10](I)[C:9]1=[O:23])[C:2]1[CH:7]=[CH:6][CH:5]=[CH:4][CH:3]=1.C(N(CC)CC)C.[C:31]1([C:37]#[C:38][Si:39]([CH3:42])([CH3:41])[CH3:40])[CH:36]=[CH:35][CH:34]=[CH:33][CH:32]=1, predict the reaction product. The product is: [CH2:1]([N:8]1[CH:13]=[CH:12][C:11](=[O:14])[C:10]2[C:37]([C:31]3[CH:32]=[CH:33][CH:34]=[CH:35][CH:36]=3)=[C:38]([Si:39]([CH3:42])([CH3:40])[CH3:41])[O:23][C:9]1=2)[C:2]1[CH:3]=[CH:4][CH:5]=[CH:6][CH:7]=1.